This data is from Forward reaction prediction with 1.9M reactions from USPTO patents (1976-2016). The task is: Predict the product of the given reaction. Given the reactants [Br:1][C:2]1[CH:7]=[CH:6][N:5]=[C:4]([N:8]2[CH2:13][CH2:12][O:11][C@H:10]([CH2:14][OH:15])[CH2:9]2)[CH:3]=1.[S:16](Cl)([C:19]1[CH:25]=[CH:24][C:22]([CH3:23])=[CH:21][CH:20]=1)(=[O:18])=[O:17].C(N(CC)CC)C, predict the reaction product. The product is: [CH3:23][C:22]1[CH:24]=[CH:25][C:19]([S:16]([O:15][CH2:14][C@H:10]2[O:11][CH2:12][CH2:13][N:8]([C:4]3[CH:3]=[C:2]([Br:1])[CH:7]=[CH:6][N:5]=3)[CH2:9]2)(=[O:18])=[O:17])=[CH:20][CH:21]=1.